Dataset: Reaction yield outcomes from USPTO patents with 853,638 reactions. Task: Predict the reaction yield, written as a fraction of the theoretical maximum amount of product (1.0 means a 100% yield; for example, 0.34 means a 34% yield). (1) The reactants are [CH:1]12[CH2:7][CH:4]([CH:5]=[CH:6]1)[CH2:3][CH:2]2[C:8]1([CH3:15])[NH:12][C:11](=[O:13])[NH:10][C:9]1=[O:14].Br[CH2:17][C:18]([C:20]1[CH:25]=[CH:24][CH:23]=[CH:22][CH:21]=1)=[O:19]. No catalyst specified. The product is [CH:1]12[CH2:7][CH:4]([CH:5]=[CH:6]1)[CH2:3][CH:2]2[C:8]1([CH3:15])[NH:12][C:11](=[O:13])[N:10]([CH2:17][C:18](=[O:19])[C:20]2[CH:25]=[CH:24][CH:23]=[CH:22][CH:21]=2)[C:9]1=[O:14]. The yield is 0.770. (2) The yield is 1.00. The catalyst is CN(C=O)C. The product is [OH:7]/[N:6]=[C:5](\[Cl:11])/[C:4]1[CH:8]=[CH:9][CH:10]=[C:2]([Cl:1])[CH:3]=1. The reactants are [Cl:1][C:2]1[CH:3]=[C:4]([CH:8]=[CH:9][CH:10]=1)/[CH:5]=[N:6]\[OH:7].[ClH:11].OS([O-])(=O)=O.OS(O[O-])(=O)=O.OS(O[O-])(=O)=O.[O-]S([O-])(=O)=O.[K+].[K+].[K+].[K+].[K+]. (3) The reactants are [I:1][C:2]1[C:10]2[C:5](=[N:6][CH:7]=[C:8]([N+:11]([O-])=O)[CH:9]=2)[N:4]([S:14]([C:17]2[CH:22]=[CH:21][CH:20]=[CH:19][CH:18]=2)(=[O:16])=[O:15])[CH:3]=1.C([O-])(O)=O.[Na+]. The catalyst is CCOC(C)=O. The product is [I:1][C:2]1[C:10]2[C:5](=[N:6][CH:7]=[C:8]([NH2:11])[CH:9]=2)[N:4]([S:14]([C:17]2[CH:22]=[CH:21][CH:20]=[CH:19][CH:18]=2)(=[O:16])=[O:15])[CH:3]=1. The yield is 1.00. (4) The reactants are Br[C:2]1[CH:10]=[C:9]2[C:5]([CH:6]=[N:7][NH:8]2)=[CH:4][CH:3]=1.[Li]CCCC.CON(C)[C:19](=[O:21])[CH3:20]. The catalyst is C1COCC1. The product is [NH:8]1[C:9]2[C:5](=[CH:4][CH:3]=[C:2]([C:19](=[O:21])[CH3:20])[CH:10]=2)[CH:6]=[N:7]1. The yield is 0.0900. (5) The reactants are [Br:1][C:2]1[CH:7]=[CH:6][C:5](I)=[CH:4][CH:3]=1.[Cl-].[Li+].C([Mg]Cl)(C)C.[CH3:16][CH:17]([CH3:21])[CH2:18][CH:19]=[O:20]. The catalyst is O1CCCC1. The product is [Br:1][C:2]1[CH:7]=[CH:6][C:5]([CH:19]([OH:20])[CH2:18][CH:17]([CH3:21])[CH3:16])=[CH:4][CH:3]=1. The yield is 0.790. (6) The yield is 0.790. The reactants are [CH3:1][C:2]1([CH3:33])[CH2:8][C:7](=O)[CH2:6][CH2:5][C:4]([CH3:11])([CH3:10])[P:3]1[C:12]1[CH:17]=[CH:16][CH:15]=[CH:14][C:13]=1[C:18]1[C:23]([CH:24]([CH3:26])[CH3:25])=[CH:22][C:21]([CH:27]([CH3:29])[CH3:28])=[CH:20][C:19]=1[CH:30]([CH3:32])[CH3:31].C(O)COCCO.O.NN.[OH-].[K+]. The catalyst is CCCCCCC.C(OCC)(=O)C. The product is [CH3:33][C:2]1([CH3:1])[CH2:8][CH2:7][CH2:6][CH2:5][C:4]([CH3:10])([CH3:11])[P:3]1[C:12]1[CH:17]=[CH:16][CH:15]=[CH:14][C:13]=1[C:18]1[C:19]([CH:30]([CH3:31])[CH3:32])=[CH:20][C:21]([CH:27]([CH3:29])[CH3:28])=[CH:22][C:23]=1[CH:24]([CH3:26])[CH3:25]. (7) The reactants are [CH3:1][Si:2]([CH3:5])([CH3:4])Cl.[CH3:6][C:7]1([C:13]2([Li])C=CC=C2)[CH2:12][CH2:11][CH2:10][CH2:9][CH2:8]1. The catalyst is C1COCC1. The product is [CH3:6][C:7]1([CH2:13][Si:2]([CH:5]2[CH:9]=[CH:8][CH:7]=[CH:6]2)([CH3:4])[CH3:1])[CH2:8][CH2:9][CH2:10][CH2:11][CH2:12]1. The yield is 0.570.